Dataset: Peptide-MHC class II binding affinity with 134,281 pairs from IEDB. Task: Regression. Given a peptide amino acid sequence and an MHC pseudo amino acid sequence, predict their binding affinity value. This is MHC class II binding data. (1) The peptide sequence is SSYAATEVANAAAAS. The MHC is DRB1_0802 with pseudo-sequence DRB1_0802. The binding affinity (normalized) is 0.120. (2) The peptide sequence is CLGKWLGHPDKFVGITYALT. The MHC is DRB5_0101 with pseudo-sequence DRB5_0101. The binding affinity (normalized) is 0.221. (3) The peptide sequence is TSLFQHMLDLRAGKS. The MHC is DRB5_0101 with pseudo-sequence DRB5_0101. The binding affinity (normalized) is 0.396.